Task: Predict the product of the given reaction.. Dataset: Forward reaction prediction with 1.9M reactions from USPTO patents (1976-2016) (1) Given the reactants [NH2:1][C:2]1[C:15]2[C:14](=[O:16])[C:13]3[C:8](=[CH:9][CH:10]=[CH:11][CH:12]=3)[C:7](=[O:17])[C:6]=2[C:5](O)=[CH:4][CH:3]=1.[NH2:19][C:20]1[CH:25]=[CH:24][C:23]([OH:26])=[CH:22][CH:21]=1.B(O)(O)O, predict the reaction product. The product is: [NH2:1][C:2]1[C:15]2[C:14](=[O:16])[C:13]3[C:8](=[CH:9][CH:10]=[CH:11][CH:12]=3)[C:7](=[O:17])[C:6]=2[C:5]([NH:19][C:20]2[CH:25]=[CH:24][C:23]([OH:26])=[CH:22][CH:21]=2)=[CH:4][CH:3]=1. (2) Given the reactants [Br:1][C:2]1[C:3]([F:18])=[CH:4][C:5]([F:17])=[C:6](/[C:8](=[N:10]/[S@@:11]([C:13]([CH3:16])([CH3:15])[CH3:14])=[O:12])/[CH3:9])[CH:7]=1.Br[C:20]([F:27])([F:26])[C:21]([O:23][CH2:24][CH3:25])=[O:22], predict the reaction product. The product is: [CH2:24]([O:23][C:21](=[O:22])[C:20]([F:27])([F:26])[C@@:8]([C:6]1[CH:7]=[C:2]([Br:1])[C:3]([F:18])=[CH:4][C:5]=1[F:17])([NH:10][S@@:11]([C:13]([CH3:16])([CH3:15])[CH3:14])=[O:12])[CH3:9])[CH3:25]. (3) Given the reactants Br[C:2]1[CH:3]=[C:4]([CH:14]=[C:15]([N+:17]([O-:19])=[O:18])[CH:16]=1)[O:5][CH2:6][CH2:7][N:8]1[CH2:13][CH2:12][O:11][CH2:10][CH2:9]1.[C:20]([Si:22]([CH:29]([CH3:31])[CH3:30])([CH:26]([CH3:28])[CH3:27])[CH:23]([CH3:25])[CH3:24])#[CH:21], predict the reaction product. The product is: [N+:17]([C:15]1[CH:14]=[C:4]([CH:3]=[C:2]([C:21]#[C:20][Si:22]([CH:23]([CH3:25])[CH3:24])([CH:29]([CH3:31])[CH3:30])[CH:26]([CH3:28])[CH3:27])[CH:16]=1)[O:5][CH2:6][CH2:7][N:8]1[CH2:13][CH2:12][O:11][CH2:10][CH2:9]1)([O-:19])=[O:18]. (4) The product is: [CH3:8][C:5]1[CH:6]=[CH:7][C:2]([N:23]2[CH2:27][CH2:26][CH2:25][CH2:24]2)=[C:3]([CH2:9][N:10]2[CH2:15][CH2:14][N:13]([C:16]([O:18][C:19]([CH3:22])([CH3:21])[CH3:20])=[O:17])[CH2:12][CH2:11]2)[CH:4]=1. Given the reactants Br[C:2]1[CH:7]=[CH:6][C:5]([CH3:8])=[CH:4][C:3]=1[CH2:9][N:10]1[CH2:15][CH2:14][N:13]([C:16]([O:18][C:19]([CH3:22])([CH3:21])[CH3:20])=[O:17])[CH2:12][CH2:11]1.[NH:23]1[CH2:27][CH2:26][CH2:25][CH2:24]1.C1C=CC(P(C2C(C3C(P(C4C=CC=CC=4)C4C=CC=CC=4)=CC=C4C=3C=CC=C4)=C3C(C=CC=C3)=CC=2)C2C=CC=CC=2)=CC=1.C(O[Na])(C)(C)C, predict the reaction product.